Task: Regression. Given two drug SMILES strings and cell line genomic features, predict the synergy score measuring deviation from expected non-interaction effect.. Dataset: NCI-60 drug combinations with 297,098 pairs across 59 cell lines (1) Drug 1: CN1C2=C(C=C(C=C2)N(CCCl)CCCl)N=C1CCCC(=O)O.Cl. Drug 2: C1=NC2=C(N=C(N=C2N1C3C(C(C(O3)CO)O)F)Cl)N. Cell line: NCI-H522. Synergy scores: CSS=2.18, Synergy_ZIP=-3.16, Synergy_Bliss=-3.44, Synergy_Loewe=-6.35, Synergy_HSA=-2.49. (2) Drug 1: C1=CC(=CC=C1CCCC(=O)O)N(CCCl)CCCl. Drug 2: C1CN(CCN1C(=O)CCBr)C(=O)CCBr. Cell line: HOP-62. Synergy scores: CSS=33.3, Synergy_ZIP=-4.40, Synergy_Bliss=0.142, Synergy_Loewe=-4.16, Synergy_HSA=-1.68. (3) Drug 1: CC12CCC(CC1=CCC3C2CCC4(C3CC=C4C5=CN=CC=C5)C)O. Drug 2: CN1CCC(CC1)COC2=C(C=C3C(=C2)N=CN=C3NC4=C(C=C(C=C4)Br)F)OC. Cell line: SN12C. Synergy scores: CSS=13.5, Synergy_ZIP=-4.51, Synergy_Bliss=1.92, Synergy_Loewe=1.90, Synergy_HSA=2.49. (4) Cell line: MOLT-4. Synergy scores: CSS=18.5, Synergy_ZIP=-4.28, Synergy_Bliss=-3.37, Synergy_Loewe=12.4, Synergy_HSA=1.64. Drug 2: C1C(C(OC1N2C=NC3=C2NC=NCC3O)CO)O. Drug 1: CNC(=O)C1=NC=CC(=C1)OC2=CC=C(C=C2)NC(=O)NC3=CC(=C(C=C3)Cl)C(F)(F)F. (5) Drug 1: CC12CCC(CC1=CCC3C2CCC4(C3CC=C4C5=CN=CC=C5)C)O. Drug 2: C1CN(P(=O)(OC1)NCCCl)CCCl. Cell line: OVCAR-8. Synergy scores: CSS=8.30, Synergy_ZIP=2.31, Synergy_Bliss=5.49, Synergy_Loewe=2.09, Synergy_HSA=4.43. (6) Cell line: PC-3. Drug 1: C1CC(=O)NC(=O)C1N2CC3=C(C2=O)C=CC=C3N. Synergy scores: CSS=27.6, Synergy_ZIP=6.82, Synergy_Bliss=3.34, Synergy_Loewe=0.629, Synergy_HSA=7.34. Drug 2: C1=CC(=C2C(=C1NCCNCCO)C(=O)C3=C(C=CC(=C3C2=O)O)O)NCCNCCO.